From a dataset of Catalyst prediction with 721,799 reactions and 888 catalyst types from USPTO. Predict which catalyst facilitates the given reaction. Reactant: [NH2:1][C:2]1[CH:7]=[CH:6][CH:5]=[CH:4][CH:3]=1.[CH3:8][CH2:9][O-].[Na+]. Product: [CH2:8]([C:2]1([CH:7]=[CH:6][CH:5]=[CH:4][CH2:3]1)[NH2:1])[CH3:9]. The catalyst class is: 8.